From a dataset of Forward reaction prediction with 1.9M reactions from USPTO patents (1976-2016). Predict the product of the given reaction. Given the reactants [OH:1][CH2:2][CH2:3][C@@H:4]1[CH2:6][C@@H:5]1[CH:7]1[CH2:12][CH2:11][N:10]([C:13]#[N:14])[CH2:9][CH2:8]1.[OH:15][NH:16][C:17](=N)[CH2:18][O:19][CH3:20].CC1C=CC(S(O)(=O)=O)=CC=1, predict the reaction product. The product is: [CH3:20][O:19][CH2:18][C:17]1[N:14]=[C:13]([N:10]2[CH2:9][CH2:8][CH:7]([C@H:5]3[CH2:6][C@H:4]3[CH2:3][CH2:2][OH:1])[CH2:12][CH2:11]2)[O:15][N:16]=1.